From a dataset of Full USPTO retrosynthesis dataset with 1.9M reactions from patents (1976-2016). Predict the reactants needed to synthesize the given product. The reactants are: O/N=[C:3](/[C:22]1[CH:27]=[CH:26][N:25]=[C:24]([CH3:28])[CH:23]=1)\[CH2:4][C@H:5]([C:13]1[CH:21]=[CH:20][C:16]([C:17]([OH:19])=O)=[CH:15][CH:14]=1)[C:6]1[CH:11]=[CH:10][CH:9]=[CH:8][C:7]=1[CH3:12].CN.F[P-](F)(F)(F)(F)F.[N:38]1(O[P+](N(C)C)(N(C)C)N(C)C)[C:42]2C=CC=CC=2N=N1.[O:58]1CCCC1. Given the product [CH3:42][NH:38][C:17](=[O:19])[C:16]1[CH:15]=[CH:14][C:13]([C@H:5]([C:6]2[CH:11]=[CH:10][CH:9]=[CH:8][C:7]=2[CH3:12])[CH2:4][C:3]([C:22]2[CH:27]=[CH:26][N:25]=[C:24]([CH3:28])[CH:23]=2)=[O:58])=[CH:21][CH:20]=1, predict the reactants needed to synthesize it.